From a dataset of NCI-60 drug combinations with 297,098 pairs across 59 cell lines. Regression. Given two drug SMILES strings and cell line genomic features, predict the synergy score measuring deviation from expected non-interaction effect. (1) Drug 1: CC1OCC2C(O1)C(C(C(O2)OC3C4COC(=O)C4C(C5=CC6=C(C=C35)OCO6)C7=CC(=C(C(=C7)OC)O)OC)O)O. Drug 2: CC1=C2C(C(=O)C3(C(CC4C(C3C(C(C2(C)C)(CC1OC(=O)C(C(C5=CC=CC=C5)NC(=O)OC(C)(C)C)O)O)OC(=O)C6=CC=CC=C6)(CO4)OC(=O)C)O)C)O. Cell line: SK-MEL-2. Synergy scores: CSS=33.4, Synergy_ZIP=-10.2, Synergy_Bliss=-6.91, Synergy_Loewe=-5.68, Synergy_HSA=-2.56. (2) Drug 1: C1=CC(=CC=C1C#N)C(C2=CC=C(C=C2)C#N)N3C=NC=N3. Drug 2: CC1CCC2CC(C(=CC=CC=CC(CC(C(=O)C(C(C(=CC(C(=O)CC(OC(=O)C3CCCCN3C(=O)C(=O)C1(O2)O)C(C)CC4CCC(C(C4)OC)OCCO)C)C)O)OC)C)C)C)OC. Cell line: SNB-75. Synergy scores: CSS=0.492, Synergy_ZIP=2.59, Synergy_Bliss=2.13, Synergy_Loewe=-18.7, Synergy_HSA=-0.583. (3) Cell line: NCI-H522. Drug 2: C1=C(C(=O)NC(=O)N1)N(CCCl)CCCl. Synergy scores: CSS=37.5, Synergy_ZIP=-10.1, Synergy_Bliss=-5.73, Synergy_Loewe=0.792, Synergy_HSA=2.33. Drug 1: CC1OCC2C(O1)C(C(C(O2)OC3C4COC(=O)C4C(C5=CC6=C(C=C35)OCO6)C7=CC(=C(C(=C7)OC)O)OC)O)O. (4) Drug 1: CCCS(=O)(=O)NC1=C(C(=C(C=C1)F)C(=O)C2=CNC3=C2C=C(C=N3)C4=CC=C(C=C4)Cl)F. Drug 2: CN1CCC(CC1)COC2=C(C=C3C(=C2)N=CN=C3NC4=C(C=C(C=C4)Br)F)OC. Cell line: MALME-3M. Synergy scores: CSS=43.7, Synergy_ZIP=1.10, Synergy_Bliss=-0.331, Synergy_Loewe=-14.9, Synergy_HSA=-0.374. (5) Cell line: BT-549. Drug 1: CC1=C2C(C(=O)C3(C(CC4C(C3C(C(C2(C)C)(CC1OC(=O)C(C(C5=CC=CC=C5)NC(=O)OC(C)(C)C)O)O)OC(=O)C6=CC=CC=C6)(CO4)OC(=O)C)O)C)O. Synergy scores: CSS=10.5, Synergy_ZIP=-4.15, Synergy_Bliss=-2.16, Synergy_Loewe=1.04, Synergy_HSA=1.42. Drug 2: C1=CC=C(C=C1)NC(=O)CCCCCCC(=O)NO. (6) Drug 1: CCC1=CC2CC(C3=C(CN(C2)C1)C4=CC=CC=C4N3)(C5=C(C=C6C(=C5)C78CCN9C7C(C=CC9)(C(C(C8N6C)(C(=O)OC)O)OC(=O)C)CC)OC)C(=O)OC.C(C(C(=O)O)O)(C(=O)O)O. Drug 2: CC1=C(N=C(N=C1N)C(CC(=O)N)NCC(C(=O)N)N)C(=O)NC(C(C2=CN=CN2)OC3C(C(C(C(O3)CO)O)O)OC4C(C(C(C(O4)CO)O)OC(=O)N)O)C(=O)NC(C)C(C(C)C(=O)NC(C(C)O)C(=O)NCCC5=NC(=CS5)C6=NC(=CS6)C(=O)NCCC[S+](C)C)O. Cell line: DU-145. Synergy scores: CSS=27.8, Synergy_ZIP=-4.06, Synergy_Bliss=-3.50, Synergy_Loewe=-4.19, Synergy_HSA=-2.23. (7) Synergy scores: CSS=52.8, Synergy_ZIP=0.972, Synergy_Bliss=0.862, Synergy_Loewe=-18.9, Synergy_HSA=0.304. Drug 1: C1CCC(C(C1)N)N.C(=O)(C(=O)[O-])[O-].[Pt+4]. Cell line: NCI-H460. Drug 2: B(C(CC(C)C)NC(=O)C(CC1=CC=CC=C1)NC(=O)C2=NC=CN=C2)(O)O. (8) Drug 1: CN1CCC(CC1)COC2=C(C=C3C(=C2)N=CN=C3NC4=C(C=C(C=C4)Br)F)OC. Drug 2: CS(=O)(=O)CCNCC1=CC=C(O1)C2=CC3=C(C=C2)N=CN=C3NC4=CC(=C(C=C4)OCC5=CC(=CC=C5)F)Cl. Cell line: CAKI-1. Synergy scores: CSS=28.1, Synergy_ZIP=-9.69, Synergy_Bliss=-8.03, Synergy_Loewe=-7.47, Synergy_HSA=-3.08. (9) Drug 1: CCC1(CC2CC(C3=C(CCN(C2)C1)C4=CC=CC=C4N3)(C5=C(C=C6C(=C5)C78CCN9C7C(C=CC9)(C(C(C8N6C=O)(C(=O)OC)O)OC(=O)C)CC)OC)C(=O)OC)O.OS(=O)(=O)O. Drug 2: CCC(=C(C1=CC=CC=C1)C2=CC=C(C=C2)OCCN(C)C)C3=CC=CC=C3.C(C(=O)O)C(CC(=O)O)(C(=O)O)O. Cell line: UO-31. Synergy scores: CSS=2.69, Synergy_ZIP=-2.33, Synergy_Bliss=-0.472, Synergy_Loewe=0.105, Synergy_HSA=0.187. (10) Drug 1: C1=CC(=CC=C1CC(C(=O)O)N)N(CCCl)CCCl.Cl. Drug 2: CC1=C(C(CCC1)(C)C)C=CC(=CC=CC(=CC(=O)O)C)C. Cell line: OVCAR-4. Synergy scores: CSS=-4.42, Synergy_ZIP=2.30, Synergy_Bliss=0.920, Synergy_Loewe=-2.64, Synergy_HSA=-3.18.